This data is from Full USPTO retrosynthesis dataset with 1.9M reactions from patents (1976-2016). The task is: Predict the reactants needed to synthesize the given product. (1) Given the product [CH3:26][O:27][C:2]1[C:3]([N+:12]([O-:14])=[O:13])=[C:4]([CH:8]=[CH:9][C:10]=1[CH3:11])[C:5]([O:7][CH3:15])=[O:6], predict the reactants needed to synthesize it. The reactants are: O[C:2]1[C:3]([N+:12]([O-:14])=[O:13])=[C:4]([CH:8]=[CH:9][C:10]=1[CH3:11])[C:5]([OH:7])=[O:6].[C:15]([O-])([O-])=O.[K+].[K+].CI.C(Cl)Cl.[CH3:26][OH:27]. (2) Given the product [CH2:1]([O:8][C:9]1[CH:10]=[CH:11][C:12]([NH:13][C:17]2[CH:22]=[CH:21][C:20]([CH:23]([CH3:25])[CH3:24])=[CH:19][CH:18]=2)=[CH:14][CH:15]=1)[C:2]1[CH:3]=[CH:4][CH:5]=[CH:6][CH:7]=1, predict the reactants needed to synthesize it. The reactants are: [CH2:1]([O:8][C:9]1[CH:15]=[CH:14][C:12]([NH2:13])=[CH:11][CH:10]=1)[C:2]1[CH:7]=[CH:6][CH:5]=[CH:4][CH:3]=1.Br[C:17]1[CH:22]=[CH:21][C:20]([CH:23]([CH3:25])[CH3:24])=[CH:19][CH:18]=1.CC(C1C=C(C(C)C)C(C2C=CC=CC=2P(C2CCCCC2)C2CCCCC2)=C(C(C)C)C=1)C.C([O-])([O-])=O.[Cs+].[Cs+]. (3) The reactants are: [NH:1]([C:3]1[CH:10]=[CH:9][C:6]([C:7]#[N:8])=[CH:5][N:4]=1)N.[CH3:11][O:12][C:13]1[CH:18]=[CH:17][C:16]([C:19](=O)[CH2:20][N:21]2[CH:25]=[CH:24][CH:23]=[CH:22]2)=[CH:15][CH:14]=1. Given the product [C:7]([C:6]1[CH:9]=[C:10]2[C:20]([N:21]3[CH:25]=[CH:24][CH:23]=[CH:22]3)=[C:19]([C:16]3[CH:15]=[CH:14][C:13]([O:12][CH3:11])=[CH:18][CH:17]=3)[NH:1][C:3]2=[N:4][CH:5]=1)#[N:8], predict the reactants needed to synthesize it. (4) Given the product [Br:17][C:14]1[CH:15]=[CH:16][C:11]([SH:10])=[C:12]([O:18][CH3:19])[CH:13]=1, predict the reactants needed to synthesize it. The reactants are: C(=O)([O-])[O-].[K+].[K+].CN(C)C(=O)[S:10][C:11]1[CH:16]=[CH:15][C:14]([Br:17])=[CH:13][C:12]=1[O:18][CH3:19].O.Cl. (5) Given the product [O:20]1[CH2:21][CH2:22][N:17]([C:14]2[CH:15]=[CH:16][C:11]([C:9]3[NH:8][C:4]4[N:5]=[CH:6][N:7]=[C:2]([C:35]5[CH:36]=[CH:37][C:30]([CH2:29][N:25]6[CH2:26][CH2:27][CH2:28][C:24]6=[O:23])=[C:31]([CH:34]=5)[C:32]#[N:33])[C:3]=4[CH:10]=3)=[CH:12][CH:13]=2)[CH2:18][CH2:19]1, predict the reactants needed to synthesize it. The reactants are: Cl[C:2]1[C:3]2[CH:10]=[C:9]([C:11]3[CH:16]=[CH:15][C:14]([N:17]4[CH2:22][CH2:21][O:20][CH2:19][CH2:18]4)=[CH:13][CH:12]=3)[NH:8][C:4]=2[N:5]=[CH:6][N:7]=1.[O:23]=[C:24]1[CH2:28][CH2:27][CH2:26][N:25]1[CH2:29][C:30]1[CH:37]=[CH:36][C:35](B2OC(C)(C)C(C)(C)O2)=[CH:34][C:31]=1[C:32]#[N:33].C([O-])([O-])=O.[Na+].[Na+].C(#N)C.O. (6) Given the product [N:1]1[CH:6]=[CH:5][CH:4]=[N:3][C:2]=1[CH2:7][CH2:8][C:9]1[CH:10]=[CH:11][C:12]([NH:15][C:16]([C:18]2[C:19]([C:24]3[CH:25]=[CH:26][C:27]([C:30]([F:31])([F:32])[F:33])=[CH:28][CH:29]=3)=[CH:20][CH:21]=[CH:22][CH:23]=2)=[O:17])=[CH:13][CH:14]=1, predict the reactants needed to synthesize it. The reactants are: [N:1]1[CH:6]=[CH:5][CH:4]=[N:3][C:2]=1[C:7]#[C:8][C:9]1[CH:14]=[CH:13][C:12]([NH:15][C:16]([C:18]2[C:19]([C:24]3[CH:29]=[CH:28][C:27]([C:30]([F:33])([F:32])[F:31])=[CH:26][CH:25]=3)=[CH:20][CH:21]=[CH:22][CH:23]=2)=[O:17])=[CH:11][CH:10]=1.[H][H]. (7) Given the product [OH:22][CH:20]1[CH2:21][N:18]([C:7]([C:6]2[CH:10]=[C:11]([S:14]([CH3:17])(=[O:16])=[O:15])[CH:12]=[CH:13][C:5]=2[O:4][CH:1]([CH3:2])[CH3:3])=[O:9])[CH2:19]1, predict the reactants needed to synthesize it. The reactants are: [CH:1]([O:4][C:5]1[CH:13]=[CH:12][C:11]([S:14]([CH3:17])(=[O:16])=[O:15])=[CH:10][C:6]=1[C:7]([OH:9])=O)([CH3:3])[CH3:2].[N:18]1[CH2:21][CH:20]([OH:22])[CH:19]=1. (8) Given the product [O:8]1[C:15]2[CH:16]=[CH:17][CH:18]=[CH:19][C:14]=2[N:13]=[C:6]1[C:5]1[CH:9]=[CH:10][C:2]([OH:1])=[C:3]([O:11][CH3:12])[CH:4]=1, predict the reactants needed to synthesize it. The reactants are: [OH:1][C:2]1[CH:10]=[CH:9][C:5]([C:6]([OH:8])=O)=[CH:4][C:3]=1[O:11][CH3:12].[NH2:13][C:14]1[CH:19]=[CH:18][CH:17]=[CH:16][C:15]=1O. (9) Given the product [OH:1][CH2:2][CH2:3][O:4][CH2:5][CH2:6][O:7][CH:21]([CH2:23][O:24][CH2:25][C:26]1[CH:31]=[CH:30][CH:29]=[CH:28][CH:27]=1)[CH3:22], predict the reactants needed to synthesize it. The reactants are: [OH:1][CH2:2][CH2:3][O:4][CH2:5][CH2:6][OH:7].[OH-].[K+].S(O[CH:21]([CH2:23][O:24][CH2:25][C:26]1[CH:31]=[CH:30][CH:29]=[CH:28][CH:27]=1)[CH3:22])(C1C=CC(C)=CC=1)(=O)=O.O.